This data is from Full USPTO retrosynthesis dataset with 1.9M reactions from patents (1976-2016). The task is: Predict the reactants needed to synthesize the given product. (1) Given the product [C:15]([C:10]1([OH:14])[CH2:11][CH2:12][CH2:13][N:8]([C:1]([O:3][C:4]([CH3:7])([CH3:6])[CH3:5])=[O:2])[CH2:9]1)#[N:16], predict the reactants needed to synthesize it. The reactants are: [C:1]([N:8]1[CH2:13][CH2:12][CH2:11][C:10](=[O:14])[CH2:9]1)([O:3][C:4]([CH3:7])([CH3:6])[CH3:5])=[O:2].[C-:15]#[N:16].[K+].C(O)(=O)C. (2) Given the product [NH2:40][C:39]1[C:30]([C:28]([NH:27][C:22]2[CH:23]=[N:24][CH:25]=[CH:26][C:21]=2[N:11]2[CH2:12][C@H:13]([CH3:20])[C@H:14]([N:15]3[CH:19]=[CH:18][N:17]=[N:16]3)[C@H:9]([NH2:8])[CH2:10]2)=[O:29])=[N:31][C:32]2[C:37]([CH:38]=1)=[CH:36][CH:35]=[C:34]([CH2:51][CH3:52])[CH:33]=2, predict the reactants needed to synthesize it. The reactants are: C(OC([NH:8][C@H:9]1[C@@H:14]([N:15]2[CH:19]=[CH:18][N:17]=[N:16]2)[C@@H:13]([CH3:20])[CH2:12][N:11]([C:21]2[CH:26]=[CH:25][N:24]=[CH:23][C:22]=2[NH:27][C:28]([C:30]2[C:39]([NH:40]C(=O)OCC3C=CC=CC=3)=[CH:38][C:37]3[C:32](=[CH:33][C:34]([CH:51]=[CH2:52])=[CH:35][CH:36]=3)[N:31]=2)=[O:29])[CH2:10]1)=O)(C)(C)C.Cl.O1CCOCC1.